Dataset: Full USPTO retrosynthesis dataset with 1.9M reactions from patents (1976-2016). Task: Predict the reactants needed to synthesize the given product. Given the product [F:32][CH:12]1[CH:13]([C:16]2[N:17]([CH2:34][CH2:35][O:36][CH:37]3[CH2:42][CH2:41][CH2:40][CH2:39][O:38]3)[CH:18]=[C:19]([C:21]3[CH:26]=[CH:25][C:24]([F:27])=[C:23]([C:28]([F:29])([F:31])[F:30])[CH:22]=3)[N:20]=2)[CH2:14][CH2:15][N:10]([C:8]([O:7][C:3]([CH3:6])([CH3:4])[CH3:5])=[O:9])[CH2:11]1, predict the reactants needed to synthesize it. The reactants are: [H-].[Na+].[C:3]([O:7][C:8]([N:10]1[CH2:15][CH2:14][CH:13]([C:16]2[NH:17][CH:18]=[C:19]([C:21]3[CH:26]=[CH:25][C:24]([F:27])=[C:23]([C:28]([F:31])([F:30])[F:29])[CH:22]=3)[N:20]=2)[CH:12]([F:32])[CH2:11]1)=[O:9])([CH3:6])([CH3:5])[CH3:4].Br[CH2:34][CH2:35][O:36][CH:37]1[CH2:42][CH2:41][CH2:40][CH2:39][O:38]1.